This data is from Forward reaction prediction with 1.9M reactions from USPTO patents (1976-2016). The task is: Predict the product of the given reaction. (1) Given the reactants [N:1]1([C:6]2[CH:11]=[CH:10][C:9]([NH:12][C:13](=[O:15])[CH3:14])=[CH:8][CH:7]=2)[CH2:5][CH2:4][CH2:3][CH2:2]1.[N+:16]([O-])([OH:18])=[O:17].OS(O)(=O)=O, predict the reaction product. The product is: [N+:16]([C:10]1[CH:11]=[C:6]([N:1]2[CH2:2][CH2:3][CH2:4][CH2:5]2)[CH:7]=[CH:8][C:9]=1[NH:12][C:13](=[O:15])[CH3:14])([O-:18])=[O:17]. (2) Given the reactants [O-]S([O-])(=O)=O.[Mg+2].OS(O)(=O)=O.[Br:12][C:13]1[S:17][C:16]([C:18]([OH:20])=[O:19])=[CH:15][CH:14]=1.[C:21](O)([CH3:24])([CH3:23])[CH3:22], predict the reaction product. The product is: [C:21]([O:19][C:18]([C:16]1[S:17][C:13]([Br:12])=[CH:14][CH:15]=1)=[O:20])([CH3:24])([CH3:23])[CH3:22]. (3) The product is: [NH2:1][C:2]1[CH:3]=[CH:4][C:5]([S:8][CH2:9][C:10]([NH:12][CH2:13][CH2:14][CH2:15][CH2:16][CH2:17][C:18]([NH:20][C:21]2[CH:22]=[N:27][CH:24]=[CH:25][CH:26]=2)=[O:19])=[O:11])=[CH:6][CH:7]=1. Given the reactants [NH2:1][C:2]1[CH:7]=[CH:6][C:5]([S:8][CH2:9][C:10]([NH:12][CH2:13][CH2:14][CH2:15][CH2:16][CH2:17][C:18]([NH:20][C:21]2[CH:26]=[CH:25][CH:24]=C[CH:22]=2)=[O:19])=[O:11])=[CH:4][CH:3]=1.[NH2:27]C1C=CC=CC=1, predict the reaction product. (4) Given the reactants [OH:1][C:2]1[CH:9]=[C:8]([CH3:10])[C:5]([CH:6]=[O:7])=[C:4]([CH3:11])[CH:3]=1.[CH2:12](Br)[C:13]1[CH:18]=[CH:17][CH:16]=[CH:15][CH:14]=1.C(=O)([O-])[O-].[K+].[K+], predict the reaction product. The product is: [CH2:12]([O:1][C:2]1[CH:3]=[C:4]([CH3:11])[C:5]([CH:6]=[O:7])=[C:8]([CH3:10])[CH:9]=1)[C:13]1[CH:18]=[CH:17][CH:16]=[CH:15][CH:14]=1. (5) Given the reactants C(OC(=O)[NH:7][C:8]1[CH:13]=[CH:12][C:11]([C:14]([F:17])([F:16])[F:15])=[CH:10][C:9]=1[NH:18][C:19](=[O:39])[CH2:20][C:21]([C:23]1[CH:28]=[CH:27][CH:26]=[C:25]([C:29]2[CH:30]=[N:31][C:32]([CH:36]3[CH2:38][CH2:37]3)=[CH:33][C:34]=2[CH3:35])[CH:24]=1)=O)(C)(C)C.C(O)(C(F)(F)F)=O, predict the reaction product. The product is: [CH:36]1([C:32]2[N:31]=[CH:30][C:29]([C:25]3[CH:24]=[C:23]([C:21]4[CH2:20][C:19](=[O:39])[NH:18][C:9]5[CH:10]=[C:11]([C:14]([F:17])([F:16])[F:15])[CH:12]=[CH:13][C:8]=5[N:7]=4)[CH:28]=[CH:27][CH:26]=3)=[C:34]([CH3:35])[CH:33]=2)[CH2:38][CH2:37]1. (6) Given the reactants Cl[S:2]([C:5]1[CH:10]=[CH:9][C:8]([N:11]=[C:12]=[O:13])=[CH:7][CH:6]=1)(=[O:4])=[O:3].[CH3:14][O:15][C:16]1[CH:25]=[CH:24][C:23]([N:26]2[CH2:31][CH2:30][N:29]([CH3:32])[CH2:28][CH2:27]2)=[C:22]2[C:17]=1[CH2:18][CH2:19][NH:20][CH2:21]2.[CH:33]([NH2:36])([CH3:35])[CH3:34], predict the reaction product. The product is: [CH:33]([NH:36][S:2]([C:5]1[CH:10]=[CH:9][C:8]([NH:11][C:12]([N:20]2[CH2:19][CH2:18][C:17]3[C:22](=[C:23]([N:26]4[CH2:27][CH2:28][N:29]([CH3:32])[CH2:30][CH2:31]4)[CH:24]=[CH:25][C:16]=3[O:15][CH3:14])[CH2:21]2)=[O:13])=[CH:7][CH:6]=1)(=[O:4])=[O:3])([CH3:35])[CH3:34]. (7) The product is: [CH3:8][NH:9][CH2:10][CH2:11][N:12]1[CH2:17][CH2:16][CH:15]([O:18][C:19](=[O:33])[NH:20][C:21]2[CH:26]=[CH:25][CH:24]=[CH:23][C:22]=2[C:27]2[CH:32]=[CH:31][CH:30]=[CH:29][CH:28]=2)[CH2:14][CH2:13]1. Given the reactants C([CH2:8][NH:9][CH2:10][CH2:11][N:12]1[CH2:17][CH2:16][CH:15]([O:18][C:19](=[O:33])[NH:20][C:21]2[CH:26]=[CH:25][CH:24]=[CH:23][C:22]=2[C:27]2[CH:32]=[CH:31][CH:30]=[CH:29][CH:28]=2)[CH2:14][CH2:13]1)C1C=CC=CC=1.CCO.C(OC(C)C)(=O)C, predict the reaction product.